From a dataset of Full USPTO retrosynthesis dataset with 1.9M reactions from patents (1976-2016). Predict the reactants needed to synthesize the given product. (1) Given the product [CH2:3]([N:10]1[CH2:19][CH2:18][CH2:17][C:11]21[O:16][CH2:15][CH2:14][N:13]([C:20]([O:21][C:22]([CH3:25])([CH3:24])[CH3:23])=[O:26])[CH2:12]2)[C:4]1[CH:9]=[CH:8][CH:7]=[CH:6][CH:5]=1, predict the reactants needed to synthesize it. The reactants are: [OH-].[Na+].[CH2:3]([N:10]1[CH2:19][CH2:18][CH2:17][C:11]21[O:16][CH2:15][CH2:14][NH:13][CH2:12]2)[C:4]1[CH:9]=[CH:8][CH:7]=[CH:6][CH:5]=1.[C:20](O[C:20]([O:21][C:22]([CH3:25])([CH3:24])[CH3:23])=[O:26])(=[O:26])[O:21][C:22]([CH3:25])([CH3:24])[CH3:23]. (2) Given the product [CH2:1]([O:3][C:4](=[O:34])[CH2:5][C@H:6]([NH:20][C:21](=[O:33])[CH2:22][CH2:23][C:24]1[NH:25][N:26]=[N:27][N:28]=1)[CH2:7][C:8]1[CH:9]=[CH:10][C:11]([C:14]2[CH:19]=[CH:18][CH:17]=[CH:16][CH:15]=2)=[CH:12][CH:13]=1)[CH3:2], predict the reactants needed to synthesize it. The reactants are: [CH2:1]([O:3][C:4](=[O:34])[CH2:5][C@H:6]([NH:20][C:21](=[O:33])[CH2:22][CH2:23][C:24]1[N:28](CCC#N)[N:27]=[N:26][N:25]=1)[CH2:7][C:8]1[CH:13]=[CH:12][C:11]([C:14]2[CH:19]=[CH:18][CH:17]=[CH:16][CH:15]=2)=[CH:10][CH:9]=1)[CH3:2].C1CCN2C(=NCCC2)CC1. (3) The reactants are: C[Si](C)(C)[O-].[K+].[Br:7][C:8]1[CH:13]=[CH:12][C:11]([C:14]([C:17]#[N:18])([CH3:16])[CH3:15])=[CH:10][CH:9]=1.[OH2:19]. Given the product [NH2:18][C:17]([C:14]([C:11]1[CH:10]=[CH:9][C:8]([Br:7])=[CH:13][CH:12]=1)([CH3:16])[CH3:15])=[O:19], predict the reactants needed to synthesize it. (4) The reactants are: [CH3:1][C:2]1[CH:3]=[C:4]([C:18]([OH:20])=O)[NH:5][C:6]=1[CH:7]=[C:8]1[C:16]2[C:11](=[CH:12][CH:13]=[CH:14][CH:15]=2)[NH:10][C:9]1=[O:17].[CH3:21][O:22][C:23](=[O:28])[CH2:24][CH2:25][CH2:26][NH2:27].Cl.CCN(CC)CC. Given the product [CH3:21][O:22][C:23](=[O:28])[CH2:24][CH2:25][CH2:26][NH:27][C:18]([C:4]1[NH:5][C:6]([CH:7]=[C:8]2[C:16]3[C:11](=[CH:12][CH:13]=[CH:14][CH:15]=3)[NH:10][C:9]2=[O:17])=[C:2]([CH3:1])[CH:3]=1)=[O:20], predict the reactants needed to synthesize it. (5) Given the product [C:38]([C:42]1[O:46][N:45]=[C:44]([C:35]([NH:36][C:31]2[CH:30]=[CH:29][CH:28]=[C:27]([C:24]3[CH:23]=[CH:22][N:21]=[C:20]4[NH:19][C:6]([C:5]5[CH:8]=[CH:9][C:2]([N:15]6[CH2:16][CH2:17][C:12]([F:18])([F:11])[CH2:13][CH2:14]6)=[CH:3][CH:4]=5)=[N:26][C:25]=34)[C:32]=2[CH2:33][OH:34])=[O:37])[N:43]=1)([CH3:41])([CH3:40])[CH3:39], predict the reactants needed to synthesize it. The reactants are: F[C:2]1[CH:9]=[CH:8][C:5]([CH:6]=O)=[CH:4][CH:3]=1.Cl.[F:11][C:12]1([F:18])[CH2:17][CH2:16][NH:15][CH2:14][CH2:13]1.[NH2:19][C:20]1[C:25]([NH2:26])=[C:24]([C:27]2[C:32]3[CH2:33][O:34][C:35](=[O:37])[NH:36][C:31]=3[CH:30]=[CH:29][CH:28]=2)[CH:23]=[CH:22][N:21]=1.[C:38]([C:42]1[O:46][N:45]=[C:44](C([O-])=O)[N:43]=1)([CH3:41])([CH3:40])[CH3:39].